Dataset: Peptide-MHC class I binding affinity with 185,985 pairs from IEDB/IMGT. Task: Regression. Given a peptide amino acid sequence and an MHC pseudo amino acid sequence, predict their binding affinity value. This is MHC class I binding data. The peptide sequence is LPVFATIGL. The MHC is HLA-A69:01 with pseudo-sequence HLA-A69:01. The binding affinity (normalized) is 0.771.